From a dataset of Reaction yield outcomes from USPTO patents with 853,638 reactions. Predict the reaction yield, written as a fraction of the theoretical maximum amount of product (1.0 means a 100% yield; for example, 0.34 means a 34% yield). The reactants are [NH2:1][C:2]1[CH:3]=[C:4]([C:8]2[N:16]3[C:11]([C:12]([NH2:17])=[N:13][CH:14]=[N:15]3)=[C:10]([C:18]3[CH:19]=[CH:20][C:21]4[C:25]([CH:26]=3)=[N:24][N:23]([CH2:27][C:28]3[CH:33]=[CH:32][CH:31]=[CH:30][CH:29]=3)[CH:22]=4)[CH:9]=2)[CH:5]=[CH:6][CH:7]=1.[CH3:34][S:35](Cl)(=[O:37])=[O:36]. No catalyst specified. The product is [NH2:17][C:12]1[C:11]2=[C:10]([C:18]3[CH:19]=[CH:20][C:21]4[C:25]([CH:26]=3)=[N:24][N:23]([CH2:27][C:28]3[CH:33]=[CH:32][CH:31]=[CH:30][CH:29]=3)[CH:22]=4)[CH:9]=[C:8]([C:4]3[CH:3]=[C:2]([NH:1][S:35]([CH3:34])(=[O:37])=[O:36])[CH:7]=[CH:6][CH:5]=3)[N:16]2[N:15]=[CH:14][N:13]=1. The yield is 0.0100.